Task: Predict the reactants needed to synthesize the given product.. Dataset: Full USPTO retrosynthesis dataset with 1.9M reactions from patents (1976-2016) (1) Given the product [N:41]1([CH2:1][C:3]2[CH:8]=[CH:7][CH:6]=[CH:5][C:4]=2[C:9]2[CH:10]=[CH:11][C:12]([C:15]([N:17]3[C:23]4[CH:24]=[CH:25][CH:26]=[CH:27][C:22]=4[CH2:21][N:20]4[C:28]([C:31]([NH:33][CH2:34][C:35]5[CH:36]=[N:37][CH:38]=[CH:39][CH:40]=5)=[O:32])=[CH:29][CH:30]=[C:19]4[CH2:18]3)=[O:16])=[CH:13][CH:14]=2)[CH2:46][CH2:45][CH2:44][CH2:43][CH2:42]1, predict the reactants needed to synthesize it. The reactants are: [CH:1]([C:3]1[CH:8]=[CH:7][CH:6]=[CH:5][C:4]=1[C:9]1[CH:14]=[CH:13][C:12]([C:15]([N:17]2[C:23]3[CH:24]=[CH:25][CH:26]=[CH:27][C:22]=3[CH2:21][N:20]3[C:28]([C:31]([NH:33][CH2:34][C:35]4[CH:36]=[N:37][CH:38]=[CH:39][CH:40]=4)=[O:32])=[CH:29][CH:30]=[C:19]3[CH2:18]2)=[O:16])=[CH:11][CH:10]=1)=O.[NH:41]1[CH2:46][CH2:45][CH2:44][CH2:43][CH2:42]1. (2) Given the product [NH2:7][CH:8]1[CH2:9][N:10]([C:12]2[CH:17]=[CH:16][N:15]=[C:14]([NH:22][CH2:23][CH2:24][CH2:25][CH3:28])[N:13]=2)[CH2:11]1, predict the reactants needed to synthesize it. The reactants are: C(OC(=O)[NH:7][CH:8]1[CH2:11][N:10]([C:12]2[CH:17]=[CH:16][N:15]=[C:14](Cl)[N:13]=2)[CH2:9]1)(C)(C)C.ClC1N=[C:25](Cl)[CH:24]=[CH:23][N:22]=1.[CH:28](N(CC)C(C)C)(C)C.Cl.C(OC(=O)NC1CNC1)(C)(C)C. (3) Given the product [N:14]1([C:12]([C:9]2[CH:8]=[C:7]([CH:4]3[CH2:3][CH2:2][O:1][CH2:6][CH2:5]3)[S:11][N:10]=2)=[O:13])[C@@H:23]2[C@@H:18]([CH2:19][CH2:20][CH2:21][CH2:22]2)[CH2:17][CH2:16][CH2:15]1, predict the reactants needed to synthesize it. The reactants are: [O:1]1[CH2:6][CH:5]=[C:4]([C:7]2[S:11][N:10]=[C:9]([C:12]([N:14]3[C@@H:23]4[C@@H:18]([CH2:19][CH2:20][CH2:21][CH2:22]4)[CH2:17][CH2:16][CH2:15]3)=[O:13])[CH:8]=2)[CH2:3][CH2:2]1.